Dataset: Reaction yield outcomes from USPTO patents with 853,638 reactions. Task: Predict the reaction yield, written as a fraction of the theoretical maximum amount of product (1.0 means a 100% yield; for example, 0.34 means a 34% yield). (1) The catalyst is C1C=CC(/C=C/C(/C=C/C2C=CC=CC=2)=O)=CC=1.C1C=CC(/C=C/C(/C=C/C2C=CC=CC=2)=O)=CC=1.C1C=CC(/C=C/C(/C=C/C2C=CC=CC=2)=O)=CC=1.[Pd].[Pd].O1CCOCC1. The reactants are [C:1]([O:4][CH2:5][C:6]1[C:7]([N:21]2[CH2:32][CH2:31][N:30]3[C:23](=[CH:24][C:25]4[CH2:26][C:27]([CH3:34])([CH3:33])[CH2:28][C:29]=43)[C:22]2=[O:35])=[N:8][CH:9]=[CH:10][C:11]=1[C:12]1[CH:17]=[C:16](Br)[C:15](=[O:19])[N:14]([CH3:20])[CH:13]=1)(=[O:3])[CH3:2].Cl.[CH3:37][C:38]1[S:42][N:41]=[C:40]([NH2:43])[CH:39]=1.C([O-])([O-])=O.[Cs+].[Cs+].CC1(C)C2C(=C(P(C3C=CC=CC=3)C3C=CC=CC=3)C=CC=2)OC2C(P(C3C=CC=CC=3)C3C=CC=CC=3)=CC=CC1=2. The product is [C:1]([O:4][CH2:5][C:6]1[C:7]([N:21]2[CH2:32][CH2:31][N:30]3[C:23](=[CH:24][C:25]4[CH2:26][C:27]([CH3:34])([CH3:33])[CH2:28][C:29]=43)[C:22]2=[O:35])=[N:8][CH:9]=[CH:10][C:11]=1[C:12]1[CH:17]=[C:16]([NH:43][C:40]2[CH:39]=[C:38]([CH3:37])[S:42][N:41]=2)[C:15](=[O:19])[N:14]([CH3:20])[CH:13]=1)(=[O:3])[CH3:2]. The yield is 0.310. (2) The reactants are [CH3:1][O:2][C:3]1[CH:8]=[CH:7][CH:6]=[CH:5][C:4]=1[C:9]1[C:17]2[C:12](=[N:13][CH:14]=[C:15]([C:18]3[CH:19]=[C:20]([CH:24]=[CH:25][CH:26]=3)[C:21](O)=[O:22])[CH:16]=2)[NH:11][N:10]=1.CN(C(ON1N=NC2C=CC=NC1=2)=[N+](C)C)C.F[P-](F)(F)(F)(F)F.[N:51]1[CH:56]=[CH:55][CH:54]=[N:53][C:52]=1[N:57]1[CH2:62][CH2:61][NH:60][CH2:59][CH2:58]1. The catalyst is CN(C=O)C. The product is [CH3:1][O:2][C:3]1[CH:8]=[CH:7][CH:6]=[CH:5][C:4]=1[C:9]1[C:17]2[C:12](=[N:13][CH:14]=[C:15]([C:18]3[CH:19]=[C:20]([C:21]([N:60]4[CH2:61][CH2:62][N:57]([C:52]5[N:51]=[CH:56][CH:55]=[CH:54][N:53]=5)[CH2:58][CH2:59]4)=[O:22])[CH:24]=[CH:25][CH:26]=3)[CH:16]=2)[NH:11][N:10]=1. The yield is 0.280. (3) The reactants are [NH2:1][C:2]1[CH:18]=[C:17]([F:19])[CH:16]=[CH:15][C:3]=1[C:4]([NH:6][CH:7]1[CH2:12][CH2:11][C:10](=[O:13])[NH:9][C:8]1=[O:14])=[O:5].[CH:20](OC)(OC)OC.C1(C)C=CC(S(O)(=O)=O)=CC=1. The catalyst is CO. The product is [F:19][C:17]1[CH:18]=[C:2]2[C:3]([C:4](=[O:5])[N:6]([CH:7]3[CH2:12][CH2:11][C:10](=[O:13])[NH:9][C:8]3=[O:14])[CH:20]=[N:1]2)=[CH:15][CH:16]=1. The yield is 0.700. (4) The reactants are [CH2:1]1[C:9]2[C:4](=[CH:5][CH:6]=[C:7]([C:10]3([C:13]#N)[CH2:12][CH2:11]3)[CH:8]=2)[CH2:3][CH2:2]1.[OH-:15].[Na+].Cl.C[OH:19]. No catalyst specified. The product is [CH2:1]1[C:9]2[C:4](=[CH:5][CH:6]=[C:7]([C:10]3([C:13]([OH:19])=[O:15])[CH2:12][CH2:11]3)[CH:8]=2)[CH2:3][CH2:2]1. The yield is 0.470. (5) The reactants are [Cl:1][C:2]1[N:7]=[C:6]([CH2:8][N:9]2[C:17](=[O:18])[C:16]3[C:11](=[CH:12][CH:13]=[CH:14][CH:15]=3)[C:10]2=[O:19])[CH:5]=[C:4](Cl)[N:3]=1.CC1(C)OB([C:27]2[CH:28]=[N:29][C:30]([C:33]([F:36])([F:35])[F:34])=[N:31][CH:32]=2)OC1(C)C.C(=O)([O-])[O-].[K+].[K+]. The catalyst is C1C=CC(P(C2C=CC=CC=2)[C-]2C=CC=C2)=CC=1.C1C=CC(P(C2C=CC=CC=2)[C-]2C=CC=C2)=CC=1.Cl[Pd]Cl.[Fe+2].CN(C)C=O. The product is [Cl:1][C:2]1[N:7]=[C:6]([CH2:8][N:9]2[C:17](=[O:18])[C:16]3[C:11](=[CH:12][CH:13]=[CH:14][CH:15]=3)[C:10]2=[O:19])[CH:5]=[C:4]([C:27]2[CH:28]=[N:29][C:30]([C:33]([F:36])([F:35])[F:34])=[N:31][CH:32]=2)[N:3]=1. The yield is 0.320. (6) The reactants are Cl.[NH:2]1[CH2:5][CH:4]([C:6]2[C:11]([N:12]3[CH2:16][CH2:15][CH:14]([CH3:17])[CH2:13]3)=[N:10][CH:9]=[CH:8][N:7]=2)[CH2:3]1.Cl[C:19]1[CH:28]=[CH:27][C:26]2[C:21](=[CH:22][CH:23]=[CH:24][CH:25]=2)[N:20]=1.C([O-])([O-])=O.[Cs+].[Cs+]. The catalyst is CN(C=O)C.O. The product is [CH3:17][CH:14]1[CH2:15][CH2:16][N:12]([C:11]2[C:6]([CH:4]3[CH2:5][N:2]([C:19]4[CH:28]=[CH:27][C:26]5[C:21](=[CH:22][CH:23]=[CH:24][CH:25]=5)[N:20]=4)[CH2:3]3)=[N:7][CH:8]=[CH:9][N:10]=2)[CH2:13]1. The yield is 0.740. (7) The reactants are Cl.Br[C:3]1[C:4]([Cl:16])=[CH:5][C:6]2[C@H:15]3[C@H:11]([CH2:12][NH:13][CH2:14]3)[O:10][CH2:9][C:7]=2[CH:8]=1.[CH3:17]B1OB(C)OB(C)O1.C(=O)([O-])[O-].[K+].[K+]. The catalyst is O1CCOCC1.C1C=CC([P]([Pd]([P](C2C=CC=CC=2)(C2C=CC=CC=2)C2C=CC=CC=2)([P](C2C=CC=CC=2)(C2C=CC=CC=2)C2C=CC=CC=2)[P](C2C=CC=CC=2)(C2C=CC=CC=2)C2C=CC=CC=2)(C2C=CC=CC=2)C2C=CC=CC=2)=CC=1. The product is [ClH:16].[Cl:16][C:4]1[C:3]([CH3:17])=[CH:8][C:7]2[CH2:9][O:10][C@@H:11]3[C@H:15]([C:6]=2[CH:5]=1)[CH2:14][NH:13][CH2:12]3. The yield is 0.450. (8) The reactants are [Cl:1][C:2]1[CH:3]=[N:4][C:5]2[C:10]([CH:11]=1)=[CH:9][C:8]([CH2:12][OH:13])=[CH:7][C:6]=2I.CCOC(C)=O.O.[CH3:22][N:23](C=O)C. The catalyst is [C-]#N.[C-]#N.[Zn+2].C1C=CC([P]([Pd]([P](C2C=CC=CC=2)(C2C=CC=CC=2)C2C=CC=CC=2)([P](C2C=CC=CC=2)(C2C=CC=CC=2)C2C=CC=CC=2)[P](C2C=CC=CC=2)(C2C=CC=CC=2)C2C=CC=CC=2)(C2C=CC=CC=2)C2C=CC=CC=2)=CC=1. The product is [Cl:1][C:2]1[CH:3]=[N:4][C:5]2[C:10]([CH:11]=1)=[CH:9][C:8]([CH2:12][OH:13])=[CH:7][C:6]=2[C:22]#[N:23]. The yield is 0.960. (9) The reactants are CC(C)([O-])C.[K+].[F:7][C:8]1[CH:18]=[CH:17][C:11]2[NH:12][C:13](=O)[CH2:14][O:15][C:10]=2[C:9]=1[CH2:19][CH2:20][N:21]1[CH2:26][CH2:25][N:24]([C:27]2[CH:36]=[CH:35][CH:34]=[C:33]3[C:28]=2[CH:29]=[CH:30][C:31]([C:37]([F:40])([F:39])[F:38])=[N:32]3)[CH2:23][CH2:22]1.C(OP(Cl)(OCC)=O)C.[N+:50]([CH2:52][C:53]([O:55][CH2:56][CH3:57])=[O:54])#[C-:51]. The catalyst is C1COCC1.[Cl-].[Na+].O. The product is [F:7][C:8]1[CH:18]=[CH:17][C:11]2[N:12]3[CH:51]=[N:50][C:52]([C:53]([O:55][CH2:56][CH3:57])=[O:54])=[C:13]3[CH2:14][O:15][C:10]=2[C:9]=1[CH2:19][CH2:20][N:21]1[CH2:22][CH2:23][N:24]([C:27]2[CH:36]=[CH:35][CH:34]=[C:33]3[C:28]=2[CH:29]=[CH:30][C:31]([C:37]([F:39])([F:38])[F:40])=[N:32]3)[CH2:25][CH2:26]1. The yield is 0.250. (10) The reactants are Cl[C:2]1[N:11]=[C:10]([C:12]2[CH:13]=[C:14]([NH2:18])[CH:15]=[CH:16][CH:17]=2)[C:9]2[C:4](=[CH:5][C:6]([O:21][CH3:22])=[C:7]([O:19][CH3:20])[CH:8]=2)[N:3]=1.O1CCCC1.C(O)(C)C.[CH3:32][NH2:33]. The catalyst is CO. The product is [NH2:18][C:14]1[CH:13]=[C:12]([C:10]2[C:9]3[C:4](=[CH:5][C:6]([O:21][CH3:22])=[C:7]([O:19][CH3:20])[CH:8]=3)[N:3]=[C:2]([CH2:32][NH2:33])[N:11]=2)[CH:17]=[CH:16][CH:15]=1. The yield is 0.387.